Dataset: Cav3 T-type calcium channel HTS with 100,875 compounds. Task: Binary Classification. Given a drug SMILES string, predict its activity (active/inactive) in a high-throughput screening assay against a specified biological target. (1) The molecule is O=C1N(C(=O)C2C1C1C3C(C2C=C1)C(=O)N(C3=O)C1CC1)C1CC1. The result is 0 (inactive). (2) The molecule is Clc1ccc(S(=O)Cc2nc(nc(N3CCOCC3)c2)C)cc1. The result is 0 (inactive).